This data is from TCR-epitope binding with 47,182 pairs between 192 epitopes and 23,139 TCRs. The task is: Binary Classification. Given a T-cell receptor sequence (or CDR3 region) and an epitope sequence, predict whether binding occurs between them. (1) The TCR CDR3 sequence is CASSETGGAHNEQFF. The epitope is TVYDPLQPELDSFK. Result: 0 (the TCR does not bind to the epitope). (2) The epitope is KLNVGDYFV. The TCR CDR3 sequence is CASSQGLATYEQYF. Result: 1 (the TCR binds to the epitope).